This data is from Reaction yield outcomes from USPTO patents with 853,638 reactions. The task is: Predict the reaction yield, written as a fraction of the theoretical maximum amount of product (1.0 means a 100% yield; for example, 0.34 means a 34% yield). (1) The reactants are C(O)C.[H-].[Na+].[N:6]1[CH:11]=[CH:10][C:9]([C:12]([O:14]CC)=O)=[N:8][CH:7]=1.[C:17]([O:20][CH2:21][CH3:22])(=[O:19])[CH3:18].Cl.C(=O)(O)[O-].[Na+]. The catalyst is C(OCC)C.C1(C)C=CC=CC=1. The product is [O:14]=[C:12]([C:9]1[CH:10]=[CH:11][N:6]=[CH:7][N:8]=1)[CH2:18][C:17]([O:20][CH2:21][CH3:22])=[O:19]. The yield is 0.920. (2) The reactants are Cl.[C:2](O)(=[O:4])[CH3:3].[NH2:6][C@@H:7]([CH2:25][O:26][CH2:27][C:28]1[CH:33]=[CH:32][C:31]([F:34])=[CH:30][CH:29]=1)[C:8]([NH:10][C:11]1[CH:16]=[CH:15][C:14]([O:17][C:18]2[CH:23]=[CH:22][C:21]([F:24])=[CH:20][CH:19]=2)=[CH:13][CH:12]=1)=[O:9]. No catalyst specified. The product is [C:2]([NH:6][C@@H:7]([CH2:25][O:26][CH2:27][C:28]1[CH:29]=[CH:30][C:31]([F:34])=[CH:32][CH:33]=1)[C:8]([NH:10][C:11]1[CH:12]=[CH:13][C:14]([O:17][C:18]2[CH:23]=[CH:22][C:21]([F:24])=[CH:20][CH:19]=2)=[CH:15][CH:16]=1)=[O:9])(=[O:4])[CH3:3]. The yield is 0.600.